Dataset: NCI-60 drug combinations with 297,098 pairs across 59 cell lines. Task: Regression. Given two drug SMILES strings and cell line genomic features, predict the synergy score measuring deviation from expected non-interaction effect. (1) Drug 1: C1=CN(C(=O)N=C1N)C2C(C(C(O2)CO)O)O.Cl. Drug 2: C1CCC(C(C1)N)N.C(=O)(C(=O)[O-])[O-].[Pt+4]. Cell line: HCT116. Synergy scores: CSS=70.9, Synergy_ZIP=-1.66, Synergy_Bliss=-3.50, Synergy_Loewe=-0.216, Synergy_HSA=2.18. (2) Drug 1: CCC1(CC2CC(C3=C(CCN(C2)C1)C4=CC=CC=C4N3)(C5=C(C=C6C(=C5)C78CCN9C7C(C=CC9)(C(C(C8N6C=O)(C(=O)OC)O)OC(=O)C)CC)OC)C(=O)OC)O.OS(=O)(=O)O. Drug 2: C1CC(C1)(C(=O)O)C(=O)O.[NH2-].[NH2-].[Pt+2]. Cell line: OVCAR-4. Synergy scores: CSS=1.30, Synergy_ZIP=-0.701, Synergy_Bliss=-0.568, Synergy_Loewe=1.10, Synergy_HSA=0.351. (3) Drug 1: C1CC(C1)(C(=O)O)C(=O)O.[NH2-].[NH2-].[Pt+2]. Drug 2: CS(=O)(=O)OCCCCOS(=O)(=O)C. Cell line: HCC-2998. Synergy scores: CSS=3.82, Synergy_ZIP=-4.34, Synergy_Bliss=0.118, Synergy_Loewe=-8.66, Synergy_HSA=-3.66. (4) Drug 1: CC1C(C(CC(O1)OC2CC(CC3=C2C(=C4C(=C3O)C(=O)C5=C(C4=O)C(=CC=C5)OC)O)(C(=O)C)O)N)O.Cl. Drug 2: CC1=C(N=C(N=C1N)C(CC(=O)N)NCC(C(=O)N)N)C(=O)NC(C(C2=CN=CN2)OC3C(C(C(C(O3)CO)O)O)OC4C(C(C(C(O4)CO)O)OC(=O)N)O)C(=O)NC(C)C(C(C)C(=O)NC(C(C)O)C(=O)NCCC5=NC(=CS5)C6=NC(=CS6)C(=O)NCCC[S+](C)C)O. Cell line: PC-3. Synergy scores: CSS=24.1, Synergy_ZIP=-8.01, Synergy_Bliss=-4.31, Synergy_Loewe=-2.00, Synergy_HSA=-1.71. (5) Drug 1: CCC1=CC2CC(C3=C(CN(C2)C1)C4=CC=CC=C4N3)(C5=C(C=C6C(=C5)C78CCN9C7C(C=CC9)(C(C(C8N6C)(C(=O)OC)O)OC(=O)C)CC)OC)C(=O)OC.C(C(C(=O)O)O)(C(=O)O)O. Drug 2: CN1C2=C(C=C(C=C2)N(CCCl)CCCl)N=C1CCCC(=O)O.Cl. Cell line: HT29. Synergy scores: CSS=54.7, Synergy_ZIP=-0.207, Synergy_Bliss=1.11, Synergy_Loewe=-51.2, Synergy_HSA=0.709. (6) Drug 1: COC1=NC(=NC2=C1N=CN2C3C(C(C(O3)CO)O)O)N. Drug 2: CN(CCCl)CCCl.Cl. Cell line: NCIH23. Synergy scores: CSS=19.4, Synergy_ZIP=-0.917, Synergy_Bliss=-0.570, Synergy_Loewe=-31.6, Synergy_HSA=-5.52.